From a dataset of Full USPTO retrosynthesis dataset with 1.9M reactions from patents (1976-2016). Predict the reactants needed to synthesize the given product. (1) Given the product [N:38]1[CH:39]=[CH:40][CH:41]=[CH:42][C:37]=1[CH2:36][NH:13][CH2:14][C:15]1[CH:16]=[CH:17][C:18]([CH2:21][N:22]([CH2:33][CH2:34][NH:35][CH2:48][C:44]2[NH:45][CH:46]=[CH:47][N:43]=2)[CH:23]2[C:32]3[N:31]=[CH:30][CH:29]=[CH:28][C:27]=3[CH2:26][CH2:25][CH2:24]2)=[CH:19][CH:20]=1, predict the reactants needed to synthesize it. The reactants are: [N+](C1C=CC=CC=1S([N:13]([CH2:36][C:37]1[CH:42]=[CH:41][CH:40]=[CH:39][N:38]=1)[CH2:14][C:15]1[CH:20]=[CH:19][C:18]([CH2:21][N:22]([CH2:33][CH2:34][NH2:35])[CH:23]2[C:32]3[N:31]=[CH:30][CH:29]=[CH:28][C:27]=3[CH2:26][CH2:25][CH2:24]2)=[CH:17][CH:16]=1)(=O)=O)([O-])=O.[NH:43]1[CH:47]=[CH:46][N:45]=[C:44]1[CH:48]=O.[BH4-].[Na+].C(OC(OC(OC(C)(C)C)=O)=O)(C)(C)C. (2) Given the product [Cl:1][C:2]1[C:3]([Cl:11])=[N:4][CH:5]=[C:6]([CH:10]=1)[C:7]([Cl:19])=[O:8], predict the reactants needed to synthesize it. The reactants are: [Cl:1][C:2]1[C:3]([Cl:11])=[N:4][CH:5]=[C:6]([CH:10]=1)[C:7](O)=[O:8].CN(C)C=O.S(Cl)([Cl:19])=O.C(=O)(O)[O-].[Na+]. (3) Given the product [CH3:13][C:10]1[CH:9]=[CH:8][C:7]2[O:6][CH:2]=[C:3]([CH2:4][C:5]([OH:14])=[O:15])[C:12]=2[CH:11]=1, predict the reactants needed to synthesize it. The reactants are: Cl[CH2:2][C:3]1[C:12]2[C:7](=[CH:8][CH:9]=[C:10]([CH3:13])[CH:11]=2)[O:6][C:5](=[O:14])[CH:4]=1.[OH-:15].[Na+]. (4) Given the product [Br:1][C:2]1[CH:3]=[C:4]2[C:11]3([C:15](=[O:16])[NH:14][C:13](=[S:33])[NH:12]3)[CH2:10][CH:9]([CH:18]3[CH2:23][CH2:22][CH2:21][O:20][CH2:19]3)[O:8][C:5]2=[CH:6][CH:7]=1, predict the reactants needed to synthesize it. The reactants are: [Br:1][C:2]1[CH:3]=[C:4]2[C:11]3([C:15](=[O:16])[NH:14][C:13](=O)[NH:12]3)[CH2:10][CH:9]([CH:18]3[CH2:23][CH2:22][CH2:21][O:20][CH2:19]3)[O:8][C:5]2=[CH:6][CH:7]=1.COC1C=CC(P2(SP(C3C=CC(OC)=CC=3)(=S)S2)=[S:33])=CC=1. (5) Given the product [CH2:1]([N:8]1[C:16]2[C:11](=[N:12][C:13]([Cl:18])=[N:14][C:15]=2[Cl:17])[NH:10][CH:9]1[CH:19]=[CH2:20])[C:2]1[CH:3]=[CH:4][CH:5]=[CH:6][CH:7]=1, predict the reactants needed to synthesize it. The reactants are: [CH2:1]([N:8]1[C:16]2[C:11](=[N:12][C:13]([Cl:18])=[N:14][C:15]=2[Cl:17])[N:10]=[CH:9]1)[C:2]1[CH:7]=[CH:6][CH:5]=[CH:4][CH:3]=1.[CH:19]([Mg]Br)=[CH2:20].[NH4+].[Cl-]. (6) Given the product [NH2:1][C:2]1[N:7]=[C:6]([N:8]([CH3:15])[C:9]2[CH:14]=[CH:13][CH:12]=[C:11]([CH3:21])[CH:10]=2)[N:5]=[C:4]([C:16]([NH:19][OH:20])=[NH:17])[N:3]=1, predict the reactants needed to synthesize it. The reactants are: [NH2:1][C:2]1[N:7]=[C:6]([N:8]([CH3:15])[C:9]2[CH:14]=[CH:13][CH:12]=[CH:11][CH:10]=2)[N:5]=[C:4]([C:16]#[N:17])[N:3]=1.Cl.[NH2:19][OH:20].[C:21](=O)([O-])O.[Na+]. (7) Given the product [Cl:1][C:2]1[C:10]([C:11]2[N:15]([CH3:16])[N:14]=[CH:13][CH:12]=2)=[CH:9][C:8]([Cl:17])=[CH:7][C:3]=1[C:4]([NH:19][CH2:20][C:21]1[C:22](=[O:29])[NH:23][C:24]([CH3:28])=[CH:25][C:26]=1[CH3:27])=[O:6], predict the reactants needed to synthesize it. The reactants are: [Cl:1][C:2]1[C:10]([C:11]2[N:15]([CH3:16])[N:14]=[CH:13][CH:12]=2)=[CH:9][C:8]([Cl:17])=[CH:7][C:3]=1[C:4]([OH:6])=O.Cl.[NH2:19][CH2:20][C:21]1[C:22](=[O:29])[NH:23][C:24]([CH3:28])=[CH:25][C:26]=1[CH3:27].C1C=NC2N(O)N=NC=2C=1.CN1CCOCC1.C(Cl)CCl. (8) Given the product [Br:12][C:13]1[CH:14]=[C:15]2[C:20](=[CH:21][CH:22]=1)[N:19]=[C:18]([O:23][CH3:24])[C:17]([CH2:25][O:26][Si:2]([CH:9]([CH3:11])[CH3:10])([CH:6]([CH3:8])[CH3:7])[CH:3]([CH3:5])[CH3:4])=[C:16]2[Cl:27], predict the reactants needed to synthesize it. The reactants are: Cl[Si:2]([CH:9]([CH3:11])[CH3:10])([CH:6]([CH3:8])[CH3:7])[CH:3]([CH3:5])[CH3:4].[Br:12][C:13]1[CH:14]=[C:15]2[C:20](=[CH:21][CH:22]=1)[N:19]=[C:18]([O:23][CH3:24])[C:17]([CH2:25][OH:26])=[C:16]2[Cl:27].N1C=CN=C1.O. (9) Given the product [F:23][C:4]1[C:5]([OH:6])=[CH:13][C:14]2[CH2:15][O:16][B:29]([OH:30])[C:2]=2[CH:3]=1, predict the reactants needed to synthesize it. The reactants are: Br[C:2]1[C:14]([CH2:15][O:16]C2CCCCO2)=[CH:13][C:5]([O:6]C2CCCCO2)=[C:4]([F:23])[CH:3]=1.[Li]CCCC.[B:29](OC(C)C)(OC(C)C)[O:30]C(C)C. (10) Given the product [NH2:32][C:10]1[C:11]([NH:15][C:16]2[CH:17]=[C:18]([N:23]([CH3:31])[C:24](=[O:30])[O:25][C:26]([CH3:27])([CH3:29])[CH3:28])[CH:19]=[CH:20][C:21]=2[CH3:22])=[N:12][CH:13]=[N:14][C:9]=1[N:8]([CH2:35][C:36]1[CH:37]=[CH:38][CH:39]=[CH:40][CH:41]=1)[CH2:1][C:2]1[CH:3]=[CH:4][CH:5]=[CH:6][CH:7]=1, predict the reactants needed to synthesize it. The reactants are: [CH2:1]([N:8]([CH2:35][C:36]1[CH:41]=[CH:40][CH:39]=[CH:38][CH:37]=1)[C:9]1[N:14]=[CH:13][N:12]=[C:11]([NH:15][C:16]2[CH:17]=[C:18]([N:23]([CH3:31])[C:24](=[O:30])[O:25][C:26]([CH3:29])([CH3:28])[CH3:27])[CH:19]=[CH:20][C:21]=2[CH3:22])[C:10]=1[N+:32]([O-])=O)[C:2]1[CH:7]=[CH:6][CH:5]=[CH:4][CH:3]=1.[NH4+].[Cl-].